This data is from Rat liver microsome stability data. The task is: Regression/Classification. Given a drug SMILES string, predict its absorption, distribution, metabolism, or excretion properties. Task type varies by dataset: regression for continuous measurements (e.g., permeability, clearance, half-life) or binary classification for categorical outcomes (e.g., BBB penetration, CYP inhibition). Dataset: rlm. (1) The molecule is COc1ccc(C2CCN(C(=O)Oc3cccc(N4CCS(=O)(=O)CC4)c3)CC2)cc1. The result is 1 (stable in rat liver microsomes). (2) The drug is CCCN(CCC)CCc1cccc2c1CC(=O)N2. The result is 1 (stable in rat liver microsomes). (3) The drug is O=C(NCCCO)c1ccc(-c2ncc3cnc(-c4cccc(F)c4)cn23)cc1. The result is 0 (unstable in rat liver microsomes). (4) The drug is Fc1ccc(CN2CCOC[C@H]2c2nc(-c3ccc(Cl)s3)c[nH]2)cc1. The result is 1 (stable in rat liver microsomes). (5) The drug is O=C(NCC1Cn2cccc2CN1Cc1cccnc1)Nc1ccccc1. The result is 1 (stable in rat liver microsomes). (6) The compound is Fc1ccc(CNc2cc3c(cn2)CN(Cc2ccncc2)CCN3)cc1. The result is 1 (stable in rat liver microsomes). (7) The drug is Cc1ccc(NC(=O)c2cc(-c3ccc(C)o3)nc3ccccc23)nc1. The result is 1 (stable in rat liver microsomes). (8) The compound is Oc1nc(N2CCOCC2)nc2c1CCN(Cc1ccc(Cl)cc1F)CC2. The result is 0 (unstable in rat liver microsomes). (9) The result is 0 (unstable in rat liver microsomes). The drug is CS(=O)(=O)c1cccc(-c2cnc3c(O)n(Cc4cc(F)ccc4C#N)c(N4CCC[C@@H](N)C4)nc2-3)c1. (10) The molecule is CC(C)(C)C(=O)Oc1ccc(S(=O)(=O)Nc2ccccc2C(=O)NCC(=O)O)cc1. The result is 1 (stable in rat liver microsomes).